This data is from Catalyst prediction with 721,799 reactions and 888 catalyst types from USPTO. The task is: Predict which catalyst facilitates the given reaction. (1) Reactant: [NH2:1][C:2]1[CH2:7][CH2:6][CH2:5][C:4](=[O:8])[C:3]=1[N:9]([C:18]1[C:23](=[O:24])[CH2:22][CH2:21][CH2:20][C:19]=1O)[C:10]1[CH:11]=[C:12]([CH:15]=[CH:16][CH:17]=1)[C:13]#[N:14]. Product: [O:24]=[C:23]1[C:18]2[N:9]([C:10]3[CH:11]=[C:12]([CH:15]=[CH:16][CH:17]=3)[C:13]#[N:14])[C:3]3[C:4](=[O:8])[CH2:5][CH2:6][CH2:7][C:2]=3[NH:1][C:19]=2[CH2:20][CH2:21][CH2:22]1. The catalyst class is: 1. (2) Reactant: F[C:2]1[CH:7]=[CH:6][C:5]([NH:8][C:9]([NH:11][C:12]2[CH:17]=[CH:16][C:15]([O:18][C:19]3[CH:24]=[CH:23][CH:22]=[CH:21][CH:20]=3)=[CH:14][CH:13]=2)=[O:10])=[CH:4][C:3]=1[N+:25]([O-:27])=[O:26].[NH2:28][CH2:29][CH2:30][N:31]1[CH2:35][CH2:34][CH2:33][CH2:32]1. Product: [N+:25]([C:3]1[CH:4]=[C:5]([NH:8][C:9]([NH:11][C:12]2[CH:17]=[CH:16][C:15]([O:18][C:19]3[CH:24]=[CH:23][CH:22]=[CH:21][CH:20]=3)=[CH:14][CH:13]=2)=[O:10])[CH:6]=[CH:7][C:2]=1[NH:28][CH2:29][CH2:30][N:31]1[CH2:35][CH2:34][CH2:33][CH2:32]1)([O-:27])=[O:26]. The catalyst class is: 175.